From a dataset of Full USPTO retrosynthesis dataset with 1.9M reactions from patents (1976-2016). Predict the reactants needed to synthesize the given product. Given the product [CH:9]1([N:5]2[C:25]([CH2:24][CH2:23][O:22][CH3:21])=[C:26]([C:27]([O:29][CH3:30])=[O:28])[CH:7]=[N:6]2)[CH2:8][CH2:16][CH2:14][CH2:15][CH2:10]1, predict the reactants needed to synthesize it. The reactants are: C([N:5]1[C:9]([C:10]2[CH:15]=[CH:14]N=CC=2)=[C:8]([C:16](OCC)=O)[CH:7]=[N:6]1)C(C)C.[CH3:21][O:22][CH2:23][CH2:24][C:25](=O)[CH2:26][C:27]([O:29][CH3:30])=[O:28].Cl.C1(NN)CCCCC1.